This data is from Full USPTO retrosynthesis dataset with 1.9M reactions from patents (1976-2016). The task is: Predict the reactants needed to synthesize the given product. (1) Given the product [F:51][C:42]1[CH:43]=[C:44]([C:47]([F:49])([F:50])[F:48])[CH:45]=[CH:46][C:41]=1[CH2:40][CH2:39][C:28]1[CH:29]=[C:30]([OH:31])[C:25](=[O:24])[NH:26][N:27]=1, predict the reactants needed to synthesize it. The reactants are: OC1C(=O)NN=C(CCC2C=CC=CC=2)C=1.C([O:24][C:25]1[N:26]=[N:27][C:28]([C:39]#[C:40][C:41]2[CH:46]=[CH:45][C:44]([C:47]([F:50])([F:49])[F:48])=[CH:43][C:42]=2[F:51])=[CH:29][C:30]=1[O:31]CC1C=CC=CC=1)C1C=CC=CC=1. (2) Given the product [C:16]([C:14]1[CH:13]=[CH:12][C:11]([O:20][CH3:21])=[C:10]([CH2:9][OH:8])[CH:15]=1)([CH3:19])([CH3:17])[CH3:18], predict the reactants needed to synthesize it. The reactants are: [H-].[Al+3].[Li+].[H-].[H-].[H-].C[O:8][C:9](=O)[C:10]1[CH:15]=[C:14]([C:16]([CH3:19])([CH3:18])[CH3:17])[CH:13]=[CH:12][C:11]=1[O:20][CH3:21].O. (3) Given the product [CH:31]([C:34]1[N:35]([C:2]2[N:10]=[C:9]3[C:5]([N:6]=[C:7]([CH2:12][N:13]4[CH2:14][CH2:15][N:16]([CH:19]5[CH2:24][CH2:23][O:22][CH2:21][CH2:20]5)[CH2:17][CH2:18]4)[N:8]3[CH3:11])=[C:4]([N:25]3[CH2:26][CH2:27][O:28][CH2:29][CH2:30]3)[N:3]=2)[C:36]2[CH:42]=[CH:41][CH:40]=[CH:39][C:37]=2[N:38]=1)([CH3:33])[CH3:32], predict the reactants needed to synthesize it. The reactants are: Cl[C:2]1[N:10]=[C:9]2[C:5]([N:6]=[C:7]([CH2:12][N:13]3[CH2:18][CH2:17][N:16]([CH:19]4[CH2:24][CH2:23][O:22][CH2:21][CH2:20]4)[CH2:15][CH2:14]3)[N:8]2[CH3:11])=[C:4]([N:25]2[CH2:30][CH2:29][O:28][CH2:27][CH2:26]2)[N:3]=1.[CH:31]([C:34]1[NH:38][C:37]2[CH:39]=[CH:40][CH:41]=[CH:42][C:36]=2[N:35]=1)([CH3:33])[CH3:32].CC(C1C=C(C(C)C)C(C2C=CC=CC=2P(C2CCCCC2)C2CCCCC2)=C(C(C)C)C=1)C.C(=O)([O-])[O-].[Cs+].[Cs+]. (4) Given the product [CH2:31]([O:30][C:28]([NH:27][CH:4]([CH2:5][NH:6][C:7]([N:9]1[CH2:26][CH2:25][C:12]2([N:16]([C:17]3[CH:22]=[CH:21][CH:20]=[CH:19][CH:18]=3)[CH2:15][N:14]([CH3:23])[C:13]2=[O:24])[CH2:11][CH2:10]1)=[O:8])[C:3]([OH:38])=[O:2])=[O:29])[C:32]1[CH:33]=[CH:34][CH:35]=[CH:36][CH:37]=1, predict the reactants needed to synthesize it. The reactants are: C[O:2][C:3](=[O:38])[CH:4]([NH:27][C:28]([O:30][CH2:31][C:32]1[CH:37]=[CH:36][CH:35]=[CH:34][CH:33]=1)=[O:29])[CH2:5][NH:6][C:7]([N:9]1[CH2:26][CH2:25][C:12]2([N:16]([C:17]3[CH:22]=[CH:21][CH:20]=[CH:19][CH:18]=3)[CH2:15][N:14]([CH3:23])[C:13]2=[O:24])[CH2:11][CH2:10]1)=[O:8].Cl. (5) The reactants are: C(OC([N:8]1[CH2:13][CH2:12][N:11]([C:14]2[CH:19]=[CH:18][C:17]([CH:20]3[C:25]([C:26](OCC)=[O:27])=[C:24]([C:31]4[C:36]([F:37])=[CH:35][CH:34]=[C:33]([F:38])[C:32]=4[F:39])[NH:23][C:22]4[NH:40][N:41]=[C:42]([C:43]5[S:44][CH:45]=[CH:46][CH:47]=5)[C:21]3=4)=[CH:16][CH:15]=2)[CH2:10][CH2:9]1)=O)(C)(C)C.C(=O)(O)[O-].[Na+]. Given the product [N:11]1([C:14]2[CH:19]=[C:18]3[C:17](=[CH:16][CH:15]=2)[C:20]2=[C:21]4[C:42]([C:43]5[S:44][CH:45]=[CH:46][CH:47]=5)=[N:41][NH:40][C:22]4=[N:23][C:24]([C:31]4[C:36]([F:37])=[CH:35][CH:34]=[C:33]([F:38])[C:32]=4[F:39])=[C:25]2[C:26]3=[O:27])[CH2:12][CH2:13][NH:8][CH2:9][CH2:10]1, predict the reactants needed to synthesize it. (6) Given the product [CH3:30][N:22]1[C:23]2[C:28](=[C:27]([CH3:29])[CH:26]=[CH:25][CH:24]=2)[C:20]([CH2:19][N:12]2[C:13]3[CH:18]=[CH:17][CH:16]=[CH:15][C:14]=3[N:10]([C@@H:6]([CH2:7][CH2:8][CH3:9])[CH2:5][C:4]([OH:32])=[O:3])[C:11]2=[O:31])=[CH:21]1, predict the reactants needed to synthesize it. The reactants are: C([O:3][C:4](=[O:32])[CH2:5][C@@H:6]([N:10]1[C:14]2[CH:15]=[CH:16][CH:17]=[CH:18][C:13]=2[N:12]([CH2:19][C:20]2[C:28]3[C:23](=[CH:24][CH:25]=[CH:26][C:27]=3[CH3:29])[N:22]([CH3:30])[CH:21]=2)[C:11]1=[O:31])[CH2:7][CH2:8][CH3:9])C.[Li+].[OH-].